Dataset: Forward reaction prediction with 1.9M reactions from USPTO patents (1976-2016). Task: Predict the product of the given reaction. The product is: [Cl:1][C:2]1[CH:3]=[C:4]2[C:8](=[CH:9][CH:10]=1)[NH:7][CH:6]=[C:5]2[CH:12]([N:19]([CH3:21])[CH3:20])[C:13]1[CH:18]=[CH:17][CH:16]=[CH:15][CH:14]=1. Given the reactants [Cl:1][C:2]1[CH:3]=[C:4]2[C:8](=[CH:9][CH:10]=1)[NH:7][CH:6]=[CH:5]2.[Cl-].[CH:12](=[N+:19]([CH3:21])[CH3:20])[C:13]1[CH:18]=[CH:17][CH:16]=[CH:15][CH:14]=1, predict the reaction product.